Dataset: Reaction yield outcomes from USPTO patents with 853,638 reactions. Task: Predict the reaction yield, written as a fraction of the theoretical maximum amount of product (1.0 means a 100% yield; for example, 0.34 means a 34% yield). (1) The reactants are [CH2:1]([O:8][CH2:9][CH2:10][C@H:11]([NH2:28])[C:12]1[N:16]([C:17]2[CH:22]=[CH:21][CH:20]=[CH:19][N:18]=2)[C:15]2[CH:23]=[C:24]([F:27])[CH:25]=[CH:26][C:14]=2[N:13]=1)[C:2]1[CH:7]=[CH:6][CH:5]=[CH:4][CH:3]=1.Cl[C:30]1[N:38]=[CH:37][N:36]=[C:35]2[C:31]=1[N:32]=[CH:33][N:34]2C1CCCCO1.CCN(C(C)C)C(C)C. The catalyst is CC(O)C. The product is [CH2:1]([O:8][CH2:9][CH2:10][C@H:11]([NH:28][C:30]1[N:38]=[CH:37][N:36]=[C:35]2[C:31]=1[NH:32][CH:33]=[N:34]2)[C:12]1[N:16]([C:17]2[CH:22]=[CH:21][CH:20]=[CH:19][N:18]=2)[C:15]2[CH:23]=[C:24]([F:27])[CH:25]=[CH:26][C:14]=2[N:13]=1)[C:2]1[CH:7]=[CH:6][CH:5]=[CH:4][CH:3]=1. The yield is 0.860. (2) The reactants are C([C:3](CC)([C:7]([O-:9])=[O:8])C([O-])=O)C.[H-].[Na+].[H][H].[C:16]12[C:22](=[CH:23][CH:24]=[CH:25][CH:26]=1)[NH:21][C:20](=[O:27])[O:19][C:17]2=O.Cl.[CH3:29][C:30](N(C)C)=O. No catalyst specified. The product is [CH2:29]([O:9][C:7]([C:3]1[C:20](=[O:27])[NH:21][C:22]2[C:16]([C:17]=1[OH:19])=[CH:26][CH:25]=[CH:24][CH:23]=2)=[O:8])[CH3:30]. The yield is 0.470. (3) The reactants are [CH3:1][O:2][C:3](=[O:30])[CH:4]([N:15](C(OC(C)(C)C)=O)C(OC(C)(C)C)=O)[CH2:5][N:6]1[CH2:11][CH2:10][C:9]2[NH:12][N:13]=[CH:14][C:8]=2[CH2:7]1.FC(F)(F)C(O)=O. The catalyst is C(Cl)Cl. The product is [CH3:1][O:2][C:3](=[O:30])[CH:4]([NH2:15])[CH2:5][N:6]1[CH2:11][CH2:10][C:9]2[NH:12][N:13]=[CH:14][C:8]=2[CH2:7]1. The yield is 0.950. (4) The reactants are [OH:1][CH2:2][C:3]([C:6]1[CH:11]=[CH:10][N:9]=[C:8]([NH:12][C:13](=[O:19])[O:14][C:15]([CH3:18])([CH3:17])[CH3:16])[CH:7]=1)([CH3:5])[CH3:4].[H-].[Na+].F[C:23]1[C:32]2[C:27](=[CH:28][CH:29]=[CH:30][CH:31]=2)[C:26]([N+:33]([O-:35])=[O:34])=[CH:25][CH:24]=1.C([O-])(O)=O.[Na+]. The catalyst is CN(C=O)C.C(O)(=O)C. The product is [CH3:4][C:3]([C:6]1[CH:11]=[CH:10][N:9]=[C:8]([NH:12][C:13](=[O:19])[O:14][C:15]([CH3:18])([CH3:17])[CH3:16])[CH:7]=1)([CH3:5])[CH2:2][O:1][C:23]1[C:32]2[C:27](=[CH:28][CH:29]=[CH:30][CH:31]=2)[C:26]([N+:33]([O-:35])=[O:34])=[CH:25][CH:24]=1. The yield is 0.640. (5) The reactants are [CH3:1][N:2]1[CH:6]=[CH:5][N:4]=[C:3]1[S:7][C:8]1[C:9]([N+:14]([O-])=O)=[N:10][CH:11]=[CH:12][CH:13]=1. The yield is 0.940. The catalyst is C(O)(=O)C.[Zn]. The product is [CH3:1][N:2]1[CH:6]=[CH:5][N:4]=[C:3]1[S:7][C:8]1[C:9]([NH2:14])=[N:10][CH:11]=[CH:12][CH:13]=1. (6) The reactants are [F:1][C:2]1[CH:3]=[C:4]([NH:28][C:29]([NH:31][C:32](=[O:40])[CH2:33][C:34]2[CH:39]=[CH:38][CH:37]=[CH:36][CH:35]=2)=[S:30])[CH:5]=[CH:6][C:7]=1[O:8][C:9]1[CH:14]=[CH:13][N:12]=[C:11]2[CH:15]=[C:16]([C:18]3[CH:23]=[CH:22][C:21](S(C)(=O)=O)=[CH:20][CH:19]=3)[S:17][C:10]=12.FC1C=C(N)C=CC=1OC1C=CN=C2C=C(C3C=CC(S(C)(=O)=O)=CC=3)SC=12.NC1C=CC(OC2C=CN=C3C=C(C4C=CC([N:90]5[CH2:95][CH2:94][N:93]([C:96]([O:98][C:99]([CH3:102])([CH3:101])[CH3:100])=[O:97])[CH2:92][CH2:91]5)=CC=4)SC=23)=C(F)C=1. No catalyst specified. The product is [F:1][C:2]1[CH:3]=[C:4]([NH:28][C:29]([NH:31][C:32](=[O:40])[CH2:33][C:34]2[CH:39]=[CH:38][CH:37]=[CH:36][CH:35]=2)=[S:30])[CH:5]=[CH:6][C:7]=1[O:8][C:9]1[CH:14]=[CH:13][N:12]=[C:11]2[CH:15]=[C:16]([C:18]3[CH:19]=[CH:20][C:21]([N:90]4[CH2:91][CH2:92][N:93]([C:96]([O:98][C:99]([CH3:102])([CH3:101])[CH3:100])=[O:97])[CH2:94][CH2:95]4)=[CH:22][CH:23]=3)[S:17][C:10]=12. The yield is 0.410.